Task: Predict which catalyst facilitates the given reaction.. Dataset: Catalyst prediction with 721,799 reactions and 888 catalyst types from USPTO The catalyst class is: 330. Product: [CH2:1]([O:8][C:9]([N:11]1[C:15]2[CH:16]=[N:17][CH:18]=[C:19]([O:20][CH:21]3[CH2:26][CH2:25][NH:24][CH2:23][CH2:22]3)[C:14]=2[C:13]2[CH:34]=[C:35]([Br:38])[CH:36]=[N:37][C:12]1=2)=[O:10])[C:2]1[CH:7]=[CH:6][CH:5]=[CH:4][CH:3]=1. Reactant: [CH2:1]([O:8][C:9]([N:11]1[C:15]2[CH:16]=[N:17][CH:18]=[C:19]([O:20][CH:21]3[CH2:26][CH2:25][N:24](C(OC(C)(C)C)=O)[CH2:23][CH2:22]3)[C:14]=2[C:13]2[CH:34]=[C:35]([Br:38])[CH:36]=[N:37][C:12]1=2)=[O:10])[C:2]1[CH:7]=[CH:6][CH:5]=[CH:4][CH:3]=1.